This data is from Forward reaction prediction with 1.9M reactions from USPTO patents (1976-2016). The task is: Predict the product of the given reaction. (1) Given the reactants [Cl:1][C:2]1[CH:3]=[C:4]([CH:26]=[CH:27][C:28]=1[O:29][CH3:30])[CH2:5][NH:6][C:7]1[C:12]([C:13]([O:15][CH3:16])=[O:14])=[C:11]([N:17]2[CH2:22][CH2:21][CH:20]([OH:23])[CH2:19][CH2:18]2)[N:10]=[C:9]([S:24][CH3:25])[N:8]=1.ClC1C=CC=C(C(OO)=[O:39])C=1, predict the reaction product. The product is: [Cl:1][C:2]1[CH:3]=[C:4]([CH:26]=[CH:27][C:28]=1[O:29][CH3:30])[CH2:5][NH:6][C:7]1[C:12]([C:13]([O:15][CH3:16])=[O:14])=[C:11]([N:17]2[CH2:18][CH2:19][CH:20]([OH:23])[CH2:21][CH2:22]2)[N:10]=[C:9]([S:24]([CH3:25])=[O:39])[N:8]=1. (2) Given the reactants [CH:1]1[C:13]2[CH:12]([CH2:14][O:15][C:16]([NH:18][C:19]([CH3:27])([CH3:26])[CH2:20]/[CH:21]=[CH:22]/[C:23](O)=[O:24])=[O:17])[C:11]3[C:6](=[CH:7][CH:8]=[CH:9][CH:10]=3)[C:5]=2[CH:4]=[CH:3][CH:2]=1.ON1C2N=CC=CC=2N=N1.Cl.C(N=C=NCCCN(C)C)C.CN(C)C(=O)[C@H](NC)CC1C=CC=CC=1.[CH3:65][N:66]([CH3:95])[C:67]([C@H:69]([N:77]([CH3:94])[C:78](=[O:93])[CH:79]([NH:91][CH3:92])[CH2:80][C:81]1[CH:90]=[CH:89][C:88]2[C:83](=[CH:84][CH:85]=[CH:86][CH:87]=2)[CH:82]=1)[CH2:70][C:71]1[CH:76]=[CH:75][CH:74]=[CH:73][CH:72]=1)=[O:68].C(N(C(C)C)CC)(C)C, predict the reaction product. The product is: [CH:1]1[C:13]2[CH:12]([CH2:14][O:15][C:16](=[O:17])[NH:18][C:19]([CH3:26])([CH3:27])[CH2:20]/[CH:21]=[CH:22]/[C:23](=[O:24])[N:91]([C@@H:79]([C:78](=[O:93])[N:77]([C@@H:69]([C:67](=[O:68])[N:66]([CH3:65])[CH3:95])[CH2:70][C:71]3[CH:72]=[CH:73][CH:74]=[CH:75][CH:76]=3)[CH3:94])[CH2:80][C:81]3[CH:90]=[CH:89][C:88]4[C:83](=[CH:84][CH:85]=[CH:86][CH:87]=4)[CH:82]=3)[CH3:92])[C:11]3[C:6](=[CH:7][CH:8]=[CH:9][CH:10]=3)[C:5]=2[CH:4]=[CH:3][CH:2]=1. (3) Given the reactants [CH:1]([C:3]1[CH:4]=[C:5]2[C:11]3([CH2:15][CH2:14][N:13]([C:16]([O:18][C:19]([CH3:22])([CH3:21])[CH3:20])=[O:17])[CH2:12]3)[CH2:10][N:9]([C:23]([O:25][CH2:26][CH2:27][Si:28]([CH3:31])([CH3:30])[CH3:29])=[O:24])[C:6]2=[CH:7][CH:8]=1)=C.I([O-])(=O)(=O)=[O:33].[Na+].N1C(C)=CC=CC=1C.S([O-])([O-])=O.[Na+].[Na+], predict the reaction product. The product is: [CH:1]([C:3]1[CH:4]=[C:5]2[C:11]3([CH2:15][CH2:14][N:13]([C:16]([O:18][C:19]([CH3:21])([CH3:22])[CH3:20])=[O:17])[CH2:12]3)[CH2:10][N:9]([C:23]([O:25][CH2:26][CH2:27][Si:28]([CH3:31])([CH3:30])[CH3:29])=[O:24])[C:6]2=[CH:7][CH:8]=1)=[O:33]. (4) The product is: [CH2:1]([O:5][C:6]1[C:15]2[C:10](=[CH:11][C:12]([Cl:17])=[C:13]([Cl:16])[CH:14]=2)[C:9](=[O:18])[N:8]([CH2:19][CH2:20][C:21]([OH:23])=[O:22])[C:7]=1[CH2:26][N:27]1[C:28](=[O:37])[C:29]2[C:34](=[CH:33][CH:32]=[CH:31][CH:30]=2)[C:35]1=[O:36])[CH2:2][CH2:3][CH3:4]. Given the reactants [CH2:1]([O:5][C:6]1[C:15]2[C:10](=[CH:11][C:12]([Cl:17])=[C:13]([Cl:16])[CH:14]=2)[C:9](=[O:18])[N:8]([CH2:19][CH2:20][C:21]([O:23]CC)=[O:22])[C:7]=1[CH2:26][N:27]1[C:35](=[O:36])[C:34]2[C:29](=[CH:30][CH:31]=[CH:32][CH:33]=2)[C:28]1=[O:37])[CH2:2][CH2:3][CH3:4], predict the reaction product.